Dataset: CYP1A2 inhibition data for predicting drug metabolism from PubChem BioAssay. Task: Regression/Classification. Given a drug SMILES string, predict its absorption, distribution, metabolism, or excretion properties. Task type varies by dataset: regression for continuous measurements (e.g., permeability, clearance, half-life) or binary classification for categorical outcomes (e.g., BBB penetration, CYP inhibition). Dataset: cyp1a2_veith. (1) The drug is Cc1ccc(NC(=O)c2ccc(CSc3nnc(-c4ccncc4)n3C)cc2)cc1. The result is 0 (non-inhibitor). (2) The compound is O=C(Nc1cccc(F)c1)N1CC2(CCN(C(=O)c3cnccn3)CC2)C1. The result is 0 (non-inhibitor). (3) The drug is CC(C)OC(=O)NCCOC(=O)Nc1cccc(Cl)c1. The result is 1 (inhibitor). (4) The compound is COc1cccc(C(c2c(C)[nH]n(-c3ccccc3)c2=O)c2c(C)[nH]n(-c3ccccc3)c2=O)c1O. The result is 1 (inhibitor). (5) The compound is O=C(c1ccncc1)N1CCC2(CC1)CCN(c1ccccc1)CC2. The result is 0 (non-inhibitor). (6) The molecule is O=C(Oc1ccccc1)N1CCC[C@@]2(CCN(c3ccccn3)C2)C1. The result is 1 (inhibitor). (7) The compound is C#C[C@@]1(OC(C)=O)CC[C@@H]2[C@@H]3CCC4=C[C@@H](OC(C)=O)CC[C@H]4[C@H]3CC[C@]21C. The result is 0 (non-inhibitor).